From a dataset of Catalyst prediction with 721,799 reactions and 888 catalyst types from USPTO. Predict which catalyst facilitates the given reaction. (1) Reactant: [CH2:1]([Li])[CH2:2][CH2:3][CH3:4].[N+:6]([C:9]1[C:10]([N:15]2CCC(=O)[CH2:17][CH2:16]2)=[N:11][CH:12]=[CH:13][CH:14]=1)([O-:8])=[O:7]. Product: [CH2:4]=[C:3]1[CH2:17][CH2:16][N:15]([C:10]2[C:9]([N+:6]([O-:8])=[O:7])=[CH:14][CH:13]=[CH:12][N:11]=2)[CH2:1][CH2:2]1. The catalyst class is: 307. (2) Reactant: [Cl:1][C:2]1[CH:3]=[C:4]([NH:12][C:13]2[N:18]=[CH:17][C:16]([CH2:19][CH2:20][C:21]3[CH:22]=[C:23]4[C:27](=[CH:28][CH:29]=3)[N:26](C3CCCCO3)[N:25]=[CH:24]4)=[CH:15][N:14]=2)[CH:5]=[CH:6][C:7]=1[O:8][CH:9]([F:11])[F:10].C(O)(C(F)(F)F)=O. Product: [NH:26]1[C:27]2[C:23](=[CH:22][C:21]([CH2:20][CH2:19][C:16]3[CH:17]=[N:18][C:13]([NH:12][C:4]4[CH:5]=[CH:6][C:7]([O:8][CH:9]([F:11])[F:10])=[C:2]([Cl:1])[CH:3]=4)=[N:14][CH:15]=3)=[CH:29][CH:28]=2)[CH:24]=[N:25]1. The catalyst class is: 2. (3) Reactant: S(Cl)(Cl)=O.F[C:6]1[CH:14]=[CH:13][C:9]([C:10]([OH:12])=[O:11])=[C:8]([CH3:15])[CH:7]=1.[CH3:16][S-:17].[Na+]. Product: [CH3:15][C:8]1[CH:7]=[C:6]([S:17][CH3:16])[CH:14]=[CH:13][C:9]=1[C:10]([OH:12])=[O:11]. The catalyst class is: 5.